From a dataset of Full USPTO retrosynthesis dataset with 1.9M reactions from patents (1976-2016). Predict the reactants needed to synthesize the given product. (1) Given the product [O:20]1[C:19]2[CH:24]=[CH:25][C:16]([C:15]3[N:27]=[C:28]([N:30]4[CH2:39][CH2:38][C:37]5[C:32](=[CH:33][CH:34]=[C:35]([C:40]([NH:45][OH:46])=[O:42])[CH:36]=5)[CH2:31]4)[S:29][CH:13]=3)=[CH:17][C:18]=2[O:23][CH2:22][CH2:21]1, predict the reactants needed to synthesize it. The reactants are: O1C2C=CC(C([C:13]([CH:15](Br)[C:16]3[CH:25]=[CH:24][C:19]4[O:20][CH2:21][CH2:22][O:23][C:18]=4[CH:17]=3)=O)Br)=CC=2OCC1.[NH2:27][C:28]([N:30]1[CH2:39][CH2:38][C:37]2[C:32](=[CH:33][CH:34]=[C:35]([C:40]([O:42]C)=O)[CH:36]=2)[CH2:31]1)=[S:29].Cl.[NH2:45][OH:46].[OH-].[K+]. (2) Given the product [C:1]1([CH:7]([C:11]2[CH:16]=[CH:15][CH:14]=[CH:13][CH:12]=2)[C:8]([N:18]([CH3:17])[C@H:19]2[CH2:38][N:23]3[C:24]4[C:29]([C:30]([CH2:31][C:32]([OH:34])=[O:33])=[C:22]3[CH2:21][CH2:20]2)=[CH:28][CH:27]=[CH:26][CH:25]=4)=[O:9])[CH:6]=[CH:5][CH:4]=[CH:3][CH:2]=1, predict the reactants needed to synthesize it. The reactants are: [C:1]1([CH:7]([C:11]2[CH:16]=[CH:15][CH:14]=[CH:13][CH:12]=2)[C:8](Cl)=[O:9])[CH:6]=[CH:5][CH:4]=[CH:3][CH:2]=1.[CH3:17][NH:18][C@H:19]1[CH2:38][N:23]2[C:24]3[C:29]([C:30]([CH2:31][C:32]([O:34]CCC)=[O:33])=[C:22]2[CH2:21][CH2:20]1)=[CH:28][CH:27]=[CH:26][CH:25]=3. (3) Given the product [C:1]([O:5][C:6]([N:8]([CH2:25][C@@H:26]1[CH2:35][CH2:34][C:33]2[C:28](=[CH:29][CH:30]=[C:31]([C:36]3[CH:45]=[CH:44][C:39]([C:40]([O:42][CH3:43])=[O:41])=[C:38]([O:46][CH2:48][CH:49]([CH3:51])[CH3:50])[CH:37]=3)[CH:32]=2)[O:27]1)[CH2:9][C@H:10]([O:17][Si:18]([C:21]([CH3:24])([CH3:23])[CH3:22])([CH3:20])[CH3:19])[C:11]1[CH:12]=[N:13][CH:14]=[CH:15][CH:16]=1)=[O:7])([CH3:2])([CH3:3])[CH3:4], predict the reactants needed to synthesize it. The reactants are: [C:1]([O:5][C:6]([N:8]([CH2:25][C@@H:26]1[CH2:35][CH2:34][C:33]2[C:28](=[CH:29][CH:30]=[C:31]([C:36]3[CH:45]=[CH:44][C:39]([C:40]([O:42][CH3:43])=[O:41])=[C:38]([OH:46])[CH:37]=3)[CH:32]=2)[O:27]1)[CH2:9][C@H:10]([O:17][Si:18]([C:21]([CH3:24])([CH3:23])[CH3:22])([CH3:20])[CH3:19])[C:11]1[CH:12]=[N:13][CH:14]=[CH:15][CH:16]=1)=[O:7])([CH3:4])([CH3:3])[CH3:2].I[CH2:48][CH:49]([CH3:51])[CH3:50].C(=O)([O-])[O-].[K+].[K+]. (4) Given the product [NH2:12][C:10]1[CH:9]=[CH:8][C:6]2[O:7][C:2]([CH3:1])([CH3:19])[CH2:3][N:4]([C:15](=[O:18])[CH:16]=[CH2:17])[C:5]=2[CH:11]=1, predict the reactants needed to synthesize it. The reactants are: [CH3:1][C:2]1([CH3:19])[O:7][C:6]2[CH:8]=[CH:9][C:10]([N+:12]([O-])=O)=[CH:11][C:5]=2[N:4]([C:15](=[O:18])[CH:16]=[CH2:17])[CH2:3]1.[Sn](Cl)Cl. (5) Given the product [CH3:25][CH2:24][C:17]1[C:16]([NH2:26])=[C:15]([CH3:14])[C:20]([NH2:21])=[C:19]([CH2:22][CH3:23])[CH:18]=1.[CH3:9][CH2:8][C:6]1[CH:7]=[C:2]([CH3:1])[C:3]([NH2:13])=[C:4]([CH2:11][CH3:12])[C:5]=1[NH2:10], predict the reactants needed to synthesize it. The reactants are: [CH3:1][C:2]1[CH:7]=[C:6]([CH2:8][CH3:9])[C:5]([NH2:10])=[C:4]([CH2:11][CH3:12])[C:3]=1[NH2:13].[CH3:14][C:15]1[C:20]([NH2:21])=[C:19]([CH2:22][CH3:23])[CH:18]=[C:17]([CH2:24][CH3:25])[C:16]=1[NH2:26]. (6) The reactants are: [F:1][C:2]1([C:8]2[S:9][CH:10]=[C:11]([CH3:13])[N:12]=2)[CH2:7][CH2:6][O:5][CH2:4][CH2:3]1.C(Cl)(Cl)(Cl)Cl.C1C(=O)N([Br:26])C(=O)C1.C(OOC(=O)C1C=CC=CC=1)(=O)C1C=CC=CC=1. Given the product [Br:26][CH2:13][C:11]1[N:12]=[C:8]([C:2]2([F:1])[CH2:7][CH2:6][O:5][CH2:4][CH2:3]2)[S:9][CH:10]=1, predict the reactants needed to synthesize it. (7) Given the product [CH2:31]([N:34]([CH2:2][C:3]1[CH:8]=[CH:7][C:6]([I:9])=[C:5]([C:10]([O:19][CH2:20][O:21][CH3:22])([C:15]([F:18])([F:17])[F:16])[C:11]([F:14])([F:13])[F:12])[CH:4]=1)[CH2:35][CH:36]=[CH2:37])[CH:32]=[CH2:33], predict the reactants needed to synthesize it. The reactants are: Br[CH2:2][C:3]1[CH:8]=[CH:7][C:6]([I:9])=[C:5]([C:10]([O:19][CH2:20][O:21][CH3:22])([C:15]([F:18])([F:17])[F:16])[C:11]([F:14])([F:13])[F:12])[CH:4]=1.C(=O)([O-])[O-].[K+].[K+].[I-].[K+].[CH2:31]([NH:34][CH2:35][CH:36]=[CH2:37])[CH:32]=[CH2:33]. (8) The reactants are: [F:1][C:2]1[CH:3]=[C:4]2[C:8](=[CH:9][CH:10]=1)[NH:7][C:6](=[O:11])[CH2:5]2.[I:12][C:13]1[C:21]2[C:16](=[CH:17][C:18]([CH:22]=O)=[CH:19][CH:20]=2)[N:15]([CH2:24][O:25][CH2:26][CH2:27][Si:28]([CH3:31])([CH3:30])[CH3:29])[N:14]=1. Given the product [F:1][C:2]1[CH:3]=[C:4]2[C:8](=[CH:9][CH:10]=1)[NH:7][C:6](=[O:11])/[C:5]/2=[CH:22]/[C:18]1[CH:17]=[C:16]2[C:21]([C:13]([I:12])=[N:14][N:15]2[CH2:24][O:25][CH2:26][CH2:27][Si:28]([CH3:31])([CH3:30])[CH3:29])=[CH:20][CH:19]=1, predict the reactants needed to synthesize it. (9) Given the product [OH:4][C:5]1[CH:14]=[CH:13][C:8]([C:9]([O:11][CH3:12])=[O:10])=[CH:7][C:6]=1[O:15][C:16]([F:17])([F:18])[F:19], predict the reactants needed to synthesize it. The reactants are: COC[O:4][C:5]1[CH:14]=[CH:13][C:8]([C:9]([O:11][CH3:12])=[O:10])=[CH:7][C:6]=1[O:15][C:16]([F:19])([F:18])[F:17].FC(F)(F)C(O)=O.O. (10) Given the product [Cl:1][C:2]1[CH:3]=[C:4]([CH:14]=[CH:15][C:16]=1[Cl:17])[CH2:5][N:6]1[CH2:11][CH2:10][O:9][CH:8]([CH2:12][NH:13][C:19]([NH:18][C:21]2[CH:22]=[C:23]([CH:28]=[CH:29][CH:30]=2)[C:24]([O:26][CH3:27])=[O:25])=[O:20])[CH2:7]1, predict the reactants needed to synthesize it. The reactants are: [Cl:1][C:2]1[CH:3]=[C:4]([CH:14]=[CH:15][C:16]=1[Cl:17])[CH2:5][N:6]1[CH2:11][CH2:10][O:9][CH:8]([CH2:12][NH2:13])[CH2:7]1.[N:18]([C:21]1[CH:22]=[C:23]([CH:28]=[CH:29][CH:30]=1)[C:24]([O:26][CH3:27])=[O:25])=[C:19]=[O:20].